Dataset: Catalyst prediction with 721,799 reactions and 888 catalyst types from USPTO. Task: Predict which catalyst facilitates the given reaction. (1) Reactant: [C:1]([O:5][C:6](=[O:23])[NH:7][C:8]1[S:9][CH:10]=[CH:11][C@:12]([C:15]2[CH:20]=[C:19]([Br:21])[CH:18]=[CH:17][C:16]=2[F:22])([CH3:14])[N:13]=1)([CH3:4])([CH3:3])[CH3:2].C(=O)([O-])[O-].[K+].[K+].[CH3:30][O:31][C:32]1[CH:39]=[CH:38][C:35]([CH2:36]Cl)=[CH:34][CH:33]=1. Product: [C:1]([O:5][C:6](=[O:23])[N:7]([C:8]1[S:9][CH:10]=[CH:11][C@:12]([C:15]2[CH:20]=[C:19]([Br:21])[CH:18]=[CH:17][C:16]=2[F:22])([CH3:14])[N:13]=1)[CH2:36][C:35]1[CH:38]=[CH:39][C:32]([O:31][CH3:30])=[CH:33][CH:34]=1)([CH3:2])([CH3:3])[CH3:4]. The catalyst class is: 303. (2) Reactant: Cl[C:2]1[C:11]2=[N:12][N:13](CC3C=CC(OC)=CC=3)[CH:14]=[C:10]2[C:9]2[CH:8]=[C:7]([O:24][CH3:25])[CH:6]=[CH:5][C:4]=2[N:3]=1.[CH3:26][N:27]([CH2:29][C:30]1[CH:36]=[CH:35][C:33]([NH2:34])=[CH:32][CH:31]=1)[CH3:28].Cl. Product: [CH3:28][N:27]([CH2:29][C:30]1[CH:31]=[CH:32][C:33]([NH:34][C:2]2[C:11]3=[N:12][NH:13][CH:14]=[C:10]3[C:9]3[CH:8]=[C:7]([O:24][CH3:25])[CH:6]=[CH:5][C:4]=3[N:3]=2)=[CH:35][CH:36]=1)[CH3:26]. The catalyst class is: 71. (3) Reactant: [NH2:1][C:2]1[CH:7]=[CH:6][CH:5]=[C:4]([CH3:8])[CH:3]=1.[CH2:9]([O:11][C:12](=[O:26])[CH:13]([C:18](=O)[C:19]1[CH:24]=[CH:23][CH:22]=[CH:21][CH:20]=1)[CH2:14][C:15](=O)[CH3:16])[CH3:10].CC1C=CC(S(O)(=O)=O)=CC=1. Product: [CH2:9]([O:11][C:12]([C:13]1[CH:14]=[C:15]([CH3:16])[N:1]([C:2]2[CH:3]=[C:4]([CH3:8])[CH:5]=[CH:6][CH:7]=2)[C:18]=1[C:19]1[CH:20]=[CH:21][CH:22]=[CH:23][CH:24]=1)=[O:26])[CH3:10]. The catalyst class is: 511. (4) Reactant: C([O:3][C:4]([C:6]1([C:19]2[CH:24]=[N:23][CH:22]=[C:21]([Cl:25])[N:20]=2)[CH2:11][CH2:10][CH2:9][N:8]([C:12]([O:14][C:15]([CH3:18])([CH3:17])[CH3:16])=[O:13])[CH2:7]1)=[O:5])C. Product: [C:15]([O:14][C:12]([N:8]1[CH2:9][CH2:10][CH2:11][C:6]([C:19]2[CH:24]=[N:23][CH:22]=[C:21]([Cl:25])[N:20]=2)([C:4]([OH:5])=[O:3])[CH2:7]1)=[O:13])([CH3:18])([CH3:16])[CH3:17]. The catalyst class is: 464. (5) Reactant: Cl[C:2]1[N:7]=[C:6]([Cl:8])[N:5]=[CH:4][N:3]=1.[NH2:9][C:10]1[CH:15]=[CH:14][C:13]([N:16]2[CH2:21][CH2:20][O:19][CH2:18][C@H:17]2[CH2:22][OH:23])=[CH:12][CH:11]=1.C(N(CC)C(C)C)(C)C. Product: [Cl:8][C:6]1[N:5]=[CH:4][N:3]=[C:2]([NH:9][C:10]2[CH:11]=[CH:12][C:13]([N:16]3[CH2:21][CH2:20][O:19][CH2:18][C@H:17]3[CH2:22][OH:23])=[CH:14][CH:15]=2)[N:7]=1. The catalyst class is: 4. (6) Reactant: [CH3:1][O:2][C:3]1[CH:4]=[C:5]2[C:10](=[CH:11][C:12]=1[O:13][CH3:14])[N:9]=[CH:8][N:7]=[C:6]2[O:15][C:16]1[CH:22]=[CH:21][C:19]([NH2:20])=[C:18]([N+:23]([O-:25])=[O:24])[CH:17]=1.Cl[C:27](Cl)([O:29][C:30](=[O:36])OC(Cl)(Cl)Cl)Cl.[CH3:38][C:39]1[CH:44]=[CH:43][CH:42]=[CH:41][C:40]=1CO.C(=O)(O)[O-].[Na+]. Product: [CH3:1][O:2][C:3]1[CH:4]=[C:5]2[C:10](=[CH:11][C:12]=1[O:13][CH3:14])[N:9]=[CH:8][N:7]=[C:6]2[O:15][C:16]1[CH:22]=[CH:21][C:19]([NH:20][C:30](=[O:36])[O:29][CH2:27][C:40]2[CH:41]=[CH:42][CH:43]=[CH:44][C:39]=2[CH3:38])=[C:18]([N+:23]([O-:25])=[O:24])[CH:17]=1. The catalyst class is: 208. (7) Reactant: [C:1](Cl)(=[O:8])[C:2]1[CH:7]=[CH:6][CH:5]=[CH:4][CH:3]=1.[CH3:10][C:11]1[C:19]([CH3:20])=[C:18]([CH3:21])[C:17]([CH3:22])=[C:16]2[C:12]=1[CH2:13][C:14](=[N:24]O)[C:15]2=[O:23].C(N(CC)CC)C. Product: [CH3:10][C:11]1[C:19]([CH3:20])=[C:18]([CH3:21])[C:17]([CH3:22])=[C:16]2[C:12]=1[CH2:13][CH:14]([NH:24][C:1](=[O:8])[C:2]1[CH:7]=[CH:6][CH:5]=[CH:4][CH:3]=1)[C:15]2=[O:23]. The catalyst class is: 4. (8) Reactant: [C:1]([O:5][C:6]([N:8]1[CH2:13][CH2:12][C:11](=O)[CH:10]([C:15]([O:17][CH2:18][CH3:19])=[O:16])[CH2:9]1)=[O:7])([CH3:4])([CH3:3])[CH3:2].[CH2:20]([NH2:27])[C:21]1[CH:26]=[CH:25][CH:24]=[CH:23][CH:22]=1. Product: [CH2:20]([NH:27][C:11]1[CH2:12][CH2:13][N:8]([C:6]([O:5][C:1]([CH3:4])([CH3:3])[CH3:2])=[O:7])[CH2:9][C:10]=1[C:15]([O:17][CH2:18][CH3:19])=[O:16])[C:21]1[CH:26]=[CH:25][CH:24]=[CH:23][CH:22]=1. The catalyst class is: 11. (9) Reactant: [Cl:1][C:2]1[N:3]([CH2:10][C@:11]2([CH3:14])[CH2:13][O:12]2)[CH:4]=[C:5]([N+:7]([O-:9])=[O:8])[N:6]=1.[Cl:15][C:16]1[CH:21]=[CH:20][C:19]([N:22]2[CH2:27][CH2:26][NH:25][CH2:24][CH2:23]2)=[CH:18][CH:17]=1.CN(C=O)C. Product: [Cl:1][C:2]1[N:3]([CH2:10][C@@:11]([CH3:14])([OH:12])[CH2:13][N:25]2[CH2:24][CH2:23][N:22]([C:19]3[CH:18]=[CH:17][C:16]([Cl:15])=[CH:21][CH:20]=3)[CH2:27][CH2:26]2)[CH:4]=[C:5]([N+:7]([O-:9])=[O:8])[N:6]=1. The catalyst class is: 6.